Dataset: Full USPTO retrosynthesis dataset with 1.9M reactions from patents (1976-2016). Task: Predict the reactants needed to synthesize the given product. (1) Given the product [Cl:19][C:5]1[C:4]([N+:9]([O-:11])=[O:10])=[CH:3][C:2]([I:1])=[CH:7][N:6]=1, predict the reactants needed to synthesize it. The reactants are: [I:1][C:2]1[CH:3]=[C:4]([N+:9]([O-:11])=[O:10])[C:5](N)=[N:6][CH:7]=1.N([O-])=O.[Na+].[OH-].[NH4+].O.[ClH:19]. (2) Given the product [CH2:13]([C:20]1[CH:38]=[CH:37][C:23]([C:24]([NH:26][C:27]2[CH:28]=[CH:29][C:30]([C:33]([NH:35][N:36]=[C:5]3[C:4]4[C:8](=[CH:9][CH:10]=[C:2]([I:1])[CH:3]=4)[NH:7][C:6]3=[O:11])=[O:34])=[CH:31][CH:32]=2)=[O:25])=[CH:22][CH:21]=1)[CH2:14][CH2:15][CH2:16][CH2:17][CH2:18][CH3:19], predict the reactants needed to synthesize it. The reactants are: [I:1][C:2]1[CH:3]=[C:4]2[C:8](=[CH:9][CH:10]=1)[NH:7][C:6](=[O:11])[C:5]2=O.[CH2:13]([C:20]1[CH:38]=[CH:37][C:23]([C:24]([NH:26][C:27]2[CH:32]=[CH:31][C:30]([C:33]([NH:35][NH2:36])=[O:34])=[CH:29][CH:28]=2)=[O:25])=[CH:22][CH:21]=1)[CH2:14][CH2:15][CH2:16][CH2:17][CH2:18][CH3:19]. (3) Given the product [Cl:22][C:18]1[C:17]([F:23])=[C:16]([CH:21]=[CH:20][CH:19]=1)[C:15]([N:12]1[CH2:13][CH2:14][N:9]([CH2:8][C:6]2[CH:7]=[C:2]([N:31]3[CH2:35][CH2:34][CH2:33][C:32]3=[O:36])[CH:3]=[C:4]([NH:25][C:26]3[S:27][CH:28]=[CH:29][N:30]=3)[N:5]=2)[CH2:10][CH2:11]1)=[O:24], predict the reactants needed to synthesize it. The reactants are: Br[C:2]1[CH:7]=[C:6]([CH2:8][N:9]2[CH2:14][CH2:13][N:12]([C:15](=[O:24])[C:16]3[CH:21]=[CH:20][CH:19]=[C:18]([Cl:22])[C:17]=3[F:23])[CH2:11][CH2:10]2)[N:5]=[C:4]([NH:25][C:26]2[S:27][CH:28]=[CH:29][N:30]=2)[CH:3]=1.[NH:31]1[CH2:35][CH2:34][CH2:33][C:32]1=[O:36].P([O-])([O-])([O-])=O.[K+].[K+].[K+].CC1(C)C2C=CC=C(P(C3C=CC=CC=3)C3C=CC=CC=3)C=2OC2C1=CC=CC=2P(C1C=CC=CC=1)C1C=CC=CC=1. (4) Given the product [C:1]([N:8]1[CH2:13][CH2:12][CH:11]([CH2:14][O:15][S:16]([CH3:19])(=[O:18])=[O:17])[CH2:10][CH2:9]1)([O:3][C:4]([CH3:7])([CH3:6])[CH3:5])=[O:2], predict the reactants needed to synthesize it. The reactants are: [C:1]([N:8]1[CH2:13][CH2:12][CH:11]([CH2:14][OH:15])[CH2:10][CH2:9]1)([O:3][C:4]([CH3:7])([CH3:6])[CH3:5])=[O:2].[S:16](Cl)([CH3:19])(=[O:18])=[O:17]. (5) Given the product [Br:1][C:2]1[CH:9]=[CH:8][C:5]2[C:6]([NH2:7])=[N:11][O:10][C:4]=2[CH:3]=1, predict the reactants needed to synthesize it. The reactants are: [Br:1][C:2]1[CH:9]=[CH:8][C:5]([C:6]#[N:7])=[C:4]([O:10][N:11]=C(C)C)[CH:3]=1. (6) Given the product [Cl:24][C:21]1[CH:20]=[CH:19][C:18]([CH:13]2[CH:12]([S:33][C:29]3[CH:30]=[CH:31][CH:32]=[C:27]([C:26]([F:25])([F:34])[F:35])[CH:28]=3)[CH2:17][CH2:16][O:15][CH2:14]2)=[CH:23][CH:22]=1, predict the reactants needed to synthesize it. The reactants are: C([O-])([O-])=O.[K+].[K+].CS(O[CH:12]1[CH2:17][CH2:16][O:15][CH2:14][CH:13]1[C:18]1[CH:23]=[CH:22][C:21]([Cl:24])=[CH:20][CH:19]=1)(=O)=O.[F:25][C:26]([F:35])([F:34])[C:27]1[CH:28]=[C:29]([SH:33])[CH:30]=[CH:31][CH:32]=1.